This data is from Experimentally validated miRNA-target interactions with 360,000+ pairs, plus equal number of negative samples. The task is: Binary Classification. Given a miRNA mature sequence and a target amino acid sequence, predict their likelihood of interaction. The miRNA is hcmv-miR-US33-5p with sequence GAUUGUGCCCGGACCGUGGGCG. The protein sequence of the target gene is MVGVKPVGSDPDFQPELSGAGSRLAVVKFTMRGCGPCLRIAPAFSSMSNKYPQAVFLEVDVHQCQGTAATNNISATPTFLFFRNKVRIDQYQGADAVGLEEKIKQHLENDPGSNEDADIPKGYMDLMPFINKAGCECLNESDEHGFDNCLRKDMSFLESDCDEQLLITVAFNQPVKLYSMKFQGPDNGQGPKYVKIFINLPRSMDFEEAERSEPTQALELTEDDIKEDGIVPLRYVKFQNVNSVTLFVQSNQGEEETTRISYFTFIGTPVQATNMNDFKRVVGKKGESH. Result: 0 (no interaction).